This data is from Reaction yield outcomes from USPTO patents with 853,638 reactions. The task is: Predict the reaction yield, written as a fraction of the theoretical maximum amount of product (1.0 means a 100% yield; for example, 0.34 means a 34% yield). (1) The product is [O:3]([C:10]1[CH:32]=[CH:31][C:13]([CH2:14][O:15][CH2:16][C:17]2[CH:22]=[CH:21][C:20]([CH:23]3[S:27](=[O:29])(=[O:28])[NH:26][C:25](=[O:30])[CH2:24]3)=[CH:19][CH:18]=2)=[CH:12][CH:11]=1)[C:4]1[CH:5]=[CH:6][CH:7]=[CH:8][CH:9]=1. The reactants are [BH4-].[Li+].[O:3]([C:10]1[CH:32]=[CH:31][C:13]([CH2:14][O:15][CH2:16][C:17]2[CH:22]=[CH:21][C:20]([C:23]3[S:27](=[O:29])(=[O:28])[NH:26][C:25](=[O:30])[CH:24]=3)=[CH:19][CH:18]=2)=[CH:12][CH:11]=1)[C:4]1[CH:9]=[CH:8][CH:7]=[CH:6][CH:5]=1. The catalyst is O1CCCC1. The yield is 1.00. (2) The reactants are [C:1]([O:5][C:6](=[O:37])[NH:7][C:8]1[CH:13]=[CH:12][CH:11]=[C:10]([C:14]2[CH:19]=[CH:18][C:17]([S:20]([N:23]3[CH2:27][CH2:26][CH2:25][CH:24]3[C:28](C)(C)[O:29][SiH2]C(C)(C)C)(=[O:22])=[O:21])=[CH:16][CH:15]=2)[N:9]=1)([CH3:4])([CH3:3])[CH3:2].CCCC[N+](CCCC)(CCCC)CCCC.[F-]. The catalyst is C(Cl)Cl. The product is [C:1]([O:5][C:6](=[O:37])[NH:7][C:8]1[CH:13]=[CH:12][CH:11]=[C:10]([C:14]2[CH:19]=[CH:18][C:17]([S:20]([N:23]3[CH2:27][CH2:26][CH2:25][CH:24]3[CH2:28][OH:29])(=[O:22])=[O:21])=[CH:16][CH:15]=2)[N:9]=1)([CH3:4])([CH3:2])[CH3:3]. The yield is 0.860. (3) The reactants are [Cl:1][C:2]1[S:3][C:4]([Cl:8])=[CH:5][C:6]=1[CH3:7].[Br:9]N1C(=O)CCC1=O. The catalyst is C(Cl)(Cl)(Cl)Cl.C(OOC(=O)C1C=CC=CC=1)(=O)C1C=CC=CC=1. The product is [Br:9][CH2:7][C:6]1[CH:5]=[C:4]([Cl:8])[S:3][C:2]=1[Cl:1]. The yield is 0.910.